Task: Predict the reaction yield, written as a fraction of the theoretical maximum amount of product (1.0 means a 100% yield; for example, 0.34 means a 34% yield).. Dataset: Reaction yield outcomes from USPTO patents with 853,638 reactions (1) The reactants are [NH:1]1[CH:5]=[CH:4][C:3]([NH2:6])=[N:2]1.[C:7](OCC)(=[O:14])[CH2:8][C:9](OCC)=[O:10].CC[O-].[Na+]. The catalyst is CCO. The product is [N:1]1[N:2]2[C:7]([OH:14])=[CH:8][C:9]([OH:10])=[N:6][C:3]2=[CH:4][CH:5]=1. The yield is 0.770. (2) The reactants are [Br:1][C:2]1[CH:10]=[CH:9][CH:8]=[C:7]2[C:3]=1[C:4](=[O:12])[C:5](=[O:11])[NH:6]2.[C:13](=O)([O-])[O-].[Cs+].[Cs+].IC. The catalyst is CN(C)C=O. The product is [Br:1][C:2]1[CH:10]=[CH:9][CH:8]=[C:7]2[C:3]=1[C:4](=[O:12])[C:5](=[O:11])[N:6]2[CH3:13]. The yield is 0.850. (3) The reactants are [Cl-].[Ce+3].[Cl-].[Cl-].[C:5]1([Mg]Br)[CH:10]=[CH:9][CH:8]=[CH:7][CH:6]=1.[CH2:13]([C@@:20]12[CH2:33]/[C:32](=[CH:34]\[C:35]3[CH:40]=[CH:39][CH:38]=[CH:37][CH:36]=3)/[C:31](=[O:41])[CH2:30][C@H:29]1[CH2:28][CH2:27][C:26]1[CH:25]=[C:24]([C:42]([OH:44])=[O:43])[CH:23]=[CH:22][C:21]2=1)[C:14]1[CH:19]=[CH:18][CH:17]=[CH:16][CH:15]=1.C([Mg]Br)C1C=CC=CC=1. The catalyst is O1CCCC1.O.CO. The product is [CH2:13]([C@@:20]12[CH2:33]/[C:32](=[CH:34]\[C:35]3[CH:40]=[CH:39][CH:38]=[CH:37][CH:36]=3)/[C@:31]([OH:41])([C:5]3[CH:10]=[CH:9][CH:8]=[CH:7][CH:6]=3)[CH2:30][C@H:29]1[CH2:28][CH2:27][C:26]1[CH:25]=[C:24]([C:42]([OH:44])=[O:43])[CH:23]=[CH:22][C:21]2=1)[C:14]1[CH:19]=[CH:18][CH:17]=[CH:16][CH:15]=1. The yield is 0.810. (4) The reactants are [Cl:1][C:2]1[CH:7]=[CH:6][C:5]([C:8](=O)[CH2:9][C:10](=[O:15])[C:11]([F:14])([F:13])[F:12])=[CH:4][CH:3]=1.[C:17]([NH:25][NH2:26])(=O)[C:18]1[CH:23]=[CH:22][CH:21]=[N:20][CH:19]=1. The catalyst is C(O)C.C1(C)C=CC=CC=1. The product is [Cl:1][C:2]1[CH:7]=[CH:6][C:5]([C:8]2[CH2:9][C:10]([C:11]([F:14])([F:13])[F:12])([OH:15])[N:25]([CH2:17][C:18]3[CH:19]=[N:20][CH:21]=[CH:22][CH:23]=3)[N:26]=2)=[CH:4][CH:3]=1. The yield is 0.110. (5) The reactants are [OH:1][CH2:2][CH:3]([CH2:5][OH:6])[OH:4].[C:7]([O:17][CH3:18])(=O)[CH2:8][CH2:9][CH2:10][CH2:11][CH2:12][CH2:13][CH2:14][CH3:15]. The catalyst is [Pd]. The product is [CH2:7]([O:1][CH2:2][CH:3]([CH2:5][OH:6])[OH:4])[CH2:8][CH2:9][CH2:10][CH2:11][CH2:12][CH2:13][CH2:14][CH3:15].[CH3:2][CH2:18][O:17][CH2:7][CH3:8]. The yield is 0.200. (6) The reactants are [CH3:1][O:2][C:3]1[CH:8]=[CH:7][C:6]([C:9]2[S:13][C:12]([C:14]([NH:16][C:17]3([C:23]([O:25]C)=[O:24])[CH2:22][CH2:21][CH2:20][CH2:19][CH2:18]3)=[O:15])=[C:11]([NH:27][C:28]([NH:30][C:31]3[C:36]([CH3:37])=[CH:35][C:34]([CH3:38])=[CH:33][C:32]=3[CH3:39])=[O:29])[CH:10]=2)=[CH:5][CH:4]=1.[OH-].[Li+]. The catalyst is O1CCOCC1. The product is [CH3:1][O:2][C:3]1[CH:8]=[CH:7][C:6]([C:9]2[S:13][C:12]([C:14]([NH:16][C:17]3([C:23]([OH:25])=[O:24])[CH2:18][CH2:19][CH2:20][CH2:21][CH2:22]3)=[O:15])=[C:11]([NH:27][C:28]([NH:30][C:31]3[C:36]([CH3:37])=[CH:35][C:34]([CH3:38])=[CH:33][C:32]=3[CH3:39])=[O:29])[CH:10]=2)=[CH:5][CH:4]=1. The yield is 0.830.